This data is from Full USPTO retrosynthesis dataset with 1.9M reactions from patents (1976-2016). The task is: Predict the reactants needed to synthesize the given product. (1) Given the product [C:1]([C:3]1[CH:4]=[C:5]2[C:6]([C:9]([CH3:15])([CH3:14])[C:10](=[O:11])[NH:16]2)=[CH:7][CH:8]=1)#[N:2], predict the reactants needed to synthesize it. The reactants are: [C:1]([C:3]1[CH:8]=[CH:7][C:6]([C:9]([CH3:15])([CH3:14])[C:10](OC)=[O:11])=[C:5]([N+:16]([O-])=O)[CH:4]=1)#[N:2]. (2) Given the product [Cl:8][C:6]1[N:5]=[CH:4][N:3]=[C:2]([NH:24][C:23]2[N:19]([CH3:18])[N:20]=[CH:21][CH:22]=2)[N:7]=1, predict the reactants needed to synthesize it. The reactants are: Cl[C:2]1[N:7]=[C:6]([Cl:8])[N:5]=[CH:4][N:3]=1.C(N(CC)C(C)C)(C)C.[CH3:18][N:19]1[C:23]([NH2:24])=[CH:22][CH:21]=[N:20]1. (3) Given the product [CH2:9]([C:10]1([CH2:11][CH3:12])[O:6][CH:2]([CH2:3][CH2:4][OH:5])[CH2:1][O:7]1)[CH3:8], predict the reactants needed to synthesize it. The reactants are: [CH2:1]([OH:7])[CH:2]([OH:6])[CH2:3][CH2:4][OH:5].[CH3:8][CH2:9][C:10](=O)[CH2:11][CH3:12].C1(C)C(S(O)(=O)=O)=CC=CC=1. (4) Given the product [ClH:24].[ClH:24].[CH3:1][NH:2][CH:10]1[CH2:11][N:12]([C:14]2[CH:19]=[CH:18][N:17]=[C:16]([CH3:20])[CH:15]=2)[CH2:13]1, predict the reactants needed to synthesize it. The reactants are: [CH3:1][N:2]([CH:10]1[CH2:13][N:12]([C:14]2[CH:19]=[CH:18][N:17]=[C:16]([CH3:20])[CH:15]=2)[CH2:11]1)C(=O)OC(C)(C)C.C([Cl:24])(=O)C. (5) Given the product [Si:1]([O:8][CH2:9][CH:10]([N:24]([CH2:34][CH2:35][CH:36]([CH3:38])[CH3:37])[S:25]([C:28]1[CH:29]=[CH:30][CH:31]=[CH:32][CH:33]=1)(=[O:26])=[O:27])[C:11]1[S:12][CH:13]=[C:14]([CH2:16][NH:17][S:18]([C:20]([CH3:22])([CH3:23])[CH3:21])=[O:19])[CH:15]=1)([C:4]([CH3:7])([CH3:5])[CH3:6])([CH3:3])[CH3:2], predict the reactants needed to synthesize it. The reactants are: [Si:1]([O:8][CH2:9][CH:10]([N:24]([CH2:34][CH2:35][CH:36]([CH3:38])[CH3:37])[S:25]([C:28]1[CH:33]=[CH:32][CH:31]=[CH:30][CH:29]=1)(=[O:27])=[O:26])[C:11]1[S:12][CH:13]=[C:14]([CH:16]=[N:17][S:18]([C:20]([CH3:23])([CH3:22])[CH3:21])=[O:19])[CH:15]=1)([C:4]([CH3:7])([CH3:6])[CH3:5])([CH3:3])[CH3:2].[BH4-].[Na+]. (6) Given the product [C:1]([P:5]1(=[O:24])[CH2:11][C:17]2[C:16](=[CH:21][CH:20]=[CH:19][CH:18]=2)[CH2:15]1)([CH3:4])([CH3:3])[CH3:2], predict the reactants needed to synthesize it. The reactants are: [C:1]([PH2:5])([CH3:4])([CH3:3])[CH3:2].[Li]CCCC.[CH2:11]1[C:17]2[CH:18]=[CH:19][CH:20]=[CH:21][C:16]=2[CH2:15]OS(=O)(=O)O1.[OH:24]O. (7) The reactants are: N[C:2]1[CH:7]=[CH:6][C:5]([N:8]2[CH2:13][CH2:12][CH:11]([OH:14])[CH2:10][CH2:9]2)=[CH:4][CH:3]=1.N([O-])=O.[Na+].[OH-].[Na+].[BrH:21]. Given the product [Br:21][C:2]1[CH:7]=[CH:6][C:5]([N:8]2[CH2:13][CH2:12][CH:11]([OH:14])[CH2:10][CH2:9]2)=[CH:4][CH:3]=1, predict the reactants needed to synthesize it.